Dataset: Full USPTO retrosynthesis dataset with 1.9M reactions from patents (1976-2016). Task: Predict the reactants needed to synthesize the given product. (1) The reactants are: Cl[C:2]1[CH:3]=[CH:4][C:5]2[N:6]([C:8]([C:11]3[N:16]=[C:15]([NH:17][C@H:18]([C:20]4[CH:25]=[CH:24][CH:23]=[CH:22][CH:21]=4)[CH3:19])[CH:14]=[N:13][CH:12]=3)=[CH:9][N:10]=2)[CH:7]=1.[N:26]1[CH:31]=[CH:30][CH:29]=[C:28](B(O)O)[CH:27]=1.C(=O)([O-])[O-].[K+].[K+]. Given the product [C:20]1([C@@H:18]([NH:17][C:15]2[CH:14]=[N:13][CH:12]=[C:11]([C:8]3[N:6]4[CH:7]=[C:2]([C:28]5[CH:27]=[N:26][CH:31]=[CH:30][CH:29]=5)[CH:3]=[CH:4][C:5]4=[N:10][CH:9]=3)[N:16]=2)[CH3:19])[CH:25]=[CH:24][CH:23]=[CH:22][CH:21]=1, predict the reactants needed to synthesize it. (2) Given the product [F:16][C:11]1[CH:12]=[N:13][CH:14]=[CH:15][C:10]=1[NH:9][C:8]([N:31]1[C@@H:32]2[CH2:36][N:35]([CH2:34][CH2:33]2)[C:29]2[CH:28]=[CH:27][C:26]([C:22]3[CH:23]=[CH:24][CH:25]=[C:20]([C:19]([F:18])([F:38])[F:39])[CH:21]=3)=[N:37][C:30]1=2)=[O:17], predict the reactants needed to synthesize it. The reactants are: C1(O[C:8](=[O:17])[NH:9][C:10]2[CH:15]=[CH:14][N:13]=[CH:12][C:11]=2[F:16])C=CC=CC=1.[F:18][C:19]([F:39])([F:38])[C:20]1[CH:21]=[C:22]([C:26]2[CH:27]=[CH:28][C:29]3[N:35]4[CH2:36][C@H:32]([CH2:33][CH2:34]4)[NH:31][C:30]=3[N:37]=2)[CH:23]=[CH:24][CH:25]=1. (3) Given the product [CH2:1]([CH:3]([C:6]1[C:7]2[N:8]([C:13]([C:22]3[S:18][CH:19]=[N:20][CH:21]=3)=[C:14]([CH3:16])[N:15]=2)[N:9]=[C:10]([CH3:12])[CH:11]=1)[CH2:4][CH3:5])[CH3:2], predict the reactants needed to synthesize it. The reactants are: [CH2:1]([CH:3]([C:6]1[C:7]2[N:8]([C:13](I)=[C:14]([CH3:16])[N:15]=2)[N:9]=[C:10]([CH3:12])[CH:11]=1)[CH2:4][CH3:5])[CH3:2].[S:18]1[CH:22]=[CH:21][N:20]=[CH:19]1.C1(P(C2C=CC=CC=2)C2C=CC=CC=2)C=CC=CC=1.C([O-])([O-])=O.[Cs+].[Cs+].N#N. (4) The reactants are: [Cl:1][C:2]1[CH:3]=[C:4]2[C:9](=[CH:10][CH:11]=1)[CH:8]=[C:7]([S:12]([CH2:15][CH2:16][C:17]([OH:19])=O)(=[O:14])=[O:13])[CH:6]=[CH:5]2.C1C=CC2N(O)N=NC=2C=1.CCN=C=NCCCN(C)C.[N:41]1([C:54]([O:56][C:57]([CH3:60])([CH3:59])[CH3:58])=[O:55])[CH2:46][CH2:45][NH:44][CH:43]([C:47]([O:49][C:50]([CH3:53])([CH3:52])[CH3:51])=[O:48])[CH2:42]1. Given the product [Cl:1][C:2]1[CH:3]=[C:4]2[C:9](=[CH:10][CH:11]=1)[CH:8]=[C:7]([S:12]([CH2:15][CH2:16][C:17]([N:44]1[CH2:45][CH2:46][N:41]([C:54]([O:56][C:57]([CH3:58])([CH3:59])[CH3:60])=[O:55])[CH2:42][CH:43]1[C:47]([O:49][C:50]([CH3:53])([CH3:52])[CH3:51])=[O:48])=[O:19])(=[O:13])=[O:14])[CH:6]=[CH:5]2, predict the reactants needed to synthesize it. (5) Given the product [C:27]([OH:1])(=[O:26])[CH:23]=[CH:9][C:8]1[CH:7]=[CH:6][CH:13]=[CH:12][CH:11]=1, predict the reactants needed to synthesize it. The reactants are: [OH2:1].[OH-].[Li+].CO[C:6]1[CH:7]=[C:8]([CH:11]=[CH:12][C:13]=1N1C=NC(C)=N1)[CH:9]=O.[OH-].[Na+].Cl.[CH2:23]1[CH2:27][O:26]CC1. (6) Given the product [C:3]([C:5]1[C:10](=[O:11])[NH:9][C:8]([CH3:12])=[C:7]([C:13]([OH:15])=[O:14])[CH:6]=1)#[N:4], predict the reactants needed to synthesize it. The reactants are: [OH-].[K+].[C:3]([C:5]1[C:10](=[O:11])[NH:9][C:8]([CH3:12])=[C:7]([C:13]([O:15]CC)=[O:14])[CH:6]=1)#[N:4]. (7) The reactants are: [Br:1][C:2]1[CH:3]=[CH:4][C:5]([O:11][CH2:12][CH2:13]Br)=[C:6]([C:8](=[O:10])[CH3:9])[CH:7]=1.[H-].[Na+]. Given the product [Br:1][C:2]1[CH:3]=[CH:4][C:5]2[O:11][CH2:12][CH2:13][CH2:9][C:8](=[O:10])[C:6]=2[CH:7]=1, predict the reactants needed to synthesize it.